From a dataset of Catalyst prediction with 721,799 reactions and 888 catalyst types from USPTO. Predict which catalyst facilitates the given reaction. (1) Reactant: C([Al]CC(C)C)C(C)C.[Br:10][C:11]1[CH:20]=[CH:19][C:18]2[N:17]=[CH:16][CH:15]=[CH:14][C:13]=2[C:12]=1[C:21]#N.S(=O)(=O)(O)[OH:24].C(=O)([O-])O. Product: [Br:10][C:11]1[CH:20]=[CH:19][C:18]2[N:17]=[CH:16][CH:15]=[CH:14][C:13]=2[C:12]=1[CH:21]=[O:24]. The catalyst class is: 11. (2) Reactant: [O:1]=[C:2]1[CH:7]=[C:6]([C:8]([NH:10][NH2:11])=O)[CH:5]=[CH:4][N:3]1[CH2:12][O:13][CH2:14][CH2:15][Si:16]([CH3:19])([CH3:18])[CH3:17].[CH3:20][N:21]=[C:22]=[S:23]. Product: [SH:23][C:22]1[N:21]([CH3:20])[C:8]([C:6]2[CH:5]=[CH:4][N:3]([CH2:12][O:13][CH2:14][CH2:15][Si:16]([CH3:19])([CH3:18])[CH3:17])[C:2](=[O:1])[CH:7]=2)=[N:10][N:11]=1. The catalyst class is: 24. (3) Reactant: [CH2:1]([N:8]1[C:16]2[C:11](=[N:12][C:13]([Cl:17])=[CH:14][CH:15]=2)[CH:10]=[C:9]1Br)[C:2]1[CH:7]=[CH:6][CH:5]=[CH:4][CH:3]=1.C([Sn](CCCC)(CCCC)[C:24]1[S:25][CH:26]=[CH:27][CH:28]=1)CCC. Product: [CH2:1]([N:8]1[C:16]2[C:11](=[N:12][C:13]([Cl:17])=[CH:14][CH:15]=2)[CH:10]=[C:9]1[C:24]1[S:25][CH:26]=[CH:27][CH:28]=1)[C:2]1[CH:7]=[CH:6][CH:5]=[CH:4][CH:3]=1. The catalyst class is: 109. (4) Reactant: [C:1]([C:3]1[CH:4]=[C:5]([NH:9][CH:10]2[CH2:15][CH2:14][N:13](C(OC(C)(C)C)=O)[CH2:12][CH2:11]2)[CH:6]=[CH:7][CH:8]=1)#[N:2].C(O)(C(F)(F)F)=O. Product: [NH:13]1[CH2:12][CH2:11][CH:10]([NH:9][C:5]2[CH:4]=[C:3]([CH:8]=[CH:7][CH:6]=2)[C:1]#[N:2])[CH2:15][CH2:14]1. The catalyst class is: 2. (5) Reactant: O.NN.[F:4][C:5]1[CH:14]=[CH:13][C:12]([O:15][CH2:16][CH2:17][CH3:18])=[C:11]2[C:6]=1[C:7](=[O:41])[C:8]([C:33]1[CH:38]=[CH:37][C:36]([O:39][CH3:40])=[CH:35][CH:34]=1)=[CH:9][N:10]2[CH2:19][CH2:20][CH2:21][N:22]1C(=O)C2C(=CC=CC=2)C1=O. Product: [NH2:22][CH2:21][CH2:20][CH2:19][N:10]1[C:11]2[C:6](=[C:5]([F:4])[CH:14]=[CH:13][C:12]=2[O:15][CH2:16][CH2:17][CH3:18])[C:7](=[O:41])[C:8]([C:33]2[CH:34]=[CH:35][C:36]([O:39][CH3:40])=[CH:37][CH:38]=2)=[CH:9]1. The catalyst class is: 8.